From a dataset of Catalyst prediction with 721,799 reactions and 888 catalyst types from USPTO. Predict which catalyst facilitates the given reaction. (1) Reactant: [F:1][C:2]1[CH:10]=[CH:9][C:5]([C:6]([OH:8])=O)=[CH:4][C:3]=1[NH:11][C:12]([C:14]1[N:18]2[CH:19]=[CH:20][CH:21]=[CH:22][C:17]2=[N:16][CH:15]=1)=[O:13].CN(C(ON1N=N[C:33]2[CH:34]=[CH:35][CH:36]=[N:37][C:32]1=2)=[N+](C)C)C.F[P-](F)(F)(F)(F)F.N[C@@H]1C2C(=CC=CC=2)C[C@@H:49]1[OH:57].[CH:58](N(C(C)C)CC)([CH3:60])[CH3:59]. Product: [F:1][C:2]1[CH:10]=[CH:9][C:5]([C:6](=[O:8])[NH:37][C@H:32]2[CH2:33][C:34]3[C:35](=[CH:36][CH:59]=[CH:58][CH:60]=3)[C@H:49]2[OH:57])=[CH:4][C:3]=1[NH:11][C:12]([C:14]1[N:18]2[CH:19]=[CH:20][CH:21]=[CH:22][C:17]2=[N:16][CH:15]=1)=[O:13]. The catalyst class is: 18. (2) Product: [Cl:1][C:2]1[C:3]([O:12][C:13]2[CH:18]=[C:17]([O:19][CH2:32][C:28]3[O:27][CH:31]=[CH:30][CH:29]=3)[CH:16]=[CH:15][C:14]=2[CH2:20][CH2:21][C:22]([O:24][CH2:25][CH3:26])=[O:23])=[N:4][CH:5]=[C:6]([C:8]([F:9])([F:11])[F:10])[CH:7]=1. Reactant: [Cl:1][C:2]1[C:3]([O:12][C:13]2[CH:18]=[C:17]([OH:19])[CH:16]=[CH:15][C:14]=2[CH2:20][CH2:21][C:22]([O:24][CH2:25][CH3:26])=[O:23])=[N:4][CH:5]=[C:6]([C:8]([F:11])([F:10])[F:9])[CH:7]=1.[O:27]1[CH:31]=[CH:30][CH:29]=[C:28]1[CH2:32]O.C(P(CCCC)CCCC)CCC.N(C(N1CCCCC1)=O)=NC(N1CCCCC1)=O. The catalyst class is: 7. (3) Reactant: [NH2:1][CH2:2][CH2:3][CH2:4][O:5][C:6]1[CH:35]=[CH:34][C:9]([C:10]([N:12]2[C:21]3[C:16](=[CH:17][CH:18]=[CH:19][CH:20]=3)[C@H:15]([N:22]([C:26]3[CH:31]=[CH:30][C:29]([Cl:32])=[CH:28][CH:27]=3)[C:23](=[O:25])[CH3:24])[CH2:14][C@@H:13]2[CH3:33])=[O:11])=[CH:8][CH:7]=1.C(N(CC)CC)C.[F:43][C:44]([F:57])([F:56])[S:45](O[S:45]([C:44]([F:57])([F:56])[F:43])(=[O:47])=[O:46])(=[O:47])=[O:46]. Product: [Cl:32][C:29]1[CH:30]=[CH:31][C:26]([N:22]([C@H:15]2[C:16]3[C:21](=[CH:20][CH:19]=[CH:18][CH:17]=3)[N:12]([C:10](=[O:11])[C:9]3[CH:8]=[CH:7][C:6]([O:5][CH2:4][CH2:3][CH2:2][NH:1][S:45]([C:44]([F:57])([F:56])[F:43])(=[O:47])=[O:46])=[CH:35][CH:34]=3)[C@@H:13]([CH3:33])[CH2:14]2)[C:23](=[O:25])[CH3:24])=[CH:27][CH:28]=1. The catalyst class is: 2. (4) Reactant: [N:1]1([CH2:5][CH2:6][O:7][C:8]2([C:21]3[CH:22]=[N:23][CH:24]=[CH:25][CH:26]=3)[CH2:13][CH2:12][N:11]([C:14](OC(C)(C)C)=[O:15])[CH2:10][CH2:9]2)[CH2:4][CH2:3][CH2:2]1.C(O)(C(F)(F)F)=O.[CH3:34][O:35][C:36]1[CH:41]=[C:40]([CH3:42])[C:39]([S:43]([N:46]2[CH2:51][CH2:50][CH2:49][CH2:48][C@H:47]2[CH2:52][O:53][CH2:54]C(O)=O)(=[O:45])=[O:44])=[C:38]([CH3:58])[CH:37]=1.CCN=C=NCCCN(C)C.Cl.C1C=CC2N(O)N=NC=2C=1.CCN(C(C)C)C(C)C. Product: [N:1]1([CH2:5][CH2:6][O:7][C:8]2([C:21]3[CH:22]=[N:23][CH:24]=[CH:25][CH:26]=3)[CH2:13][CH2:12][N:11]([C:14](=[O:15])[CH2:54][O:53][CH2:52][C@@H:47]3[CH2:48][CH2:49][CH2:50][CH2:51][N:46]3[S:43]([C:39]3[C:40]([CH3:42])=[CH:41][C:36]([O:35][CH3:34])=[CH:37][C:38]=3[CH3:58])(=[O:45])=[O:44])[CH2:10][CH2:9]2)[CH2:2][CH2:3][CH2:4]1. The catalyst class is: 2. (5) Product: [CH3:1][O:2][C:3](=[O:10])[CH:4]([S:18][C:15]1[CH:16]=[CH:17][C:12]([F:11])=[C:13]([CH3:19])[CH:14]=1)[CH2:5][CH2:6][CH2:7][CH3:8]. The catalyst class is: 4. Reactant: [CH3:1][O:2][C:3](=[O:10])[CH:4](Br)[CH2:5][CH2:6][CH2:7][CH3:8].[F:11][C:12]1[CH:17]=[CH:16][C:15]([SH:18])=[CH:14][C:13]=1[CH3:19].C(N(CC)CC)C. (6) Reactant: N(OC(C)(C)C)=O.[CH3:8][C:9]1[C:15]([CH3:16])=[CH:14][CH:13]=[CH:12][C:10]=1N.[CH3:17][S:18]SC. Product: [CH3:8][C:9]1[C:15]([CH3:16])=[CH:14][CH:13]=[CH:12][C:10]=1[S:18][CH3:17]. The catalyst class is: 536. (7) Reactant: [CH3:1][O:2][C:3](=[O:17])[C:4]([CH:11]1[CH2:16][CH2:15][CH2:14][CH2:13][CH2:12]1)([C:6]1[O:7][CH:8]=[CH:9][CH:10]=1)[OH:5].O[C@@H:19]1[CH:24]2C[CH2:26][N:21]([CH2:22][CH2:23]2)[CH2:20]1. Product: [N:21]12[CH2:22][CH2:23][CH:24]([CH2:19][CH2:20]1)[C@@H:1]([O:2][C:3](=[O:17])[C:4]([CH:11]1[CH2:16][CH2:15][CH2:14][CH2:13][CH2:12]1)([C:6]1[O:7][CH:8]=[CH:9][CH:10]=1)[OH:5])[CH2:26]2. The catalyst class is: 11. (8) Reactant: C(S([C:6]1[N:7]([C:16]2[CH:21]=[CH:20][C:19]([O:22][CH2:23][C:24]([F:27])([F:26])[F:25])=[CH:18][CH:17]=2)[C:8](=[O:15])[C:9]2[CH:14]=[CH:13][NH:12][C:10]=2[N:11]=1)(=O)=O)C.[O-:28][CH2:29][CH3:30].[Na+].C(O)C.C(O)C. Product: [CH2:29]([O:28][C:6]1[N:7]([C:16]2[CH:21]=[CH:20][C:19]([O:22][CH2:23][C:24]([F:26])([F:25])[F:27])=[CH:18][CH:17]=2)[C:8](=[O:15])[C:9]2[CH:14]=[CH:13][NH:12][C:10]=2[N:11]=1)[CH3:30]. The catalyst class is: 7. (9) Reactant: [C:1]1([CH3:11])[CH:6]=[CH:5][C:4]([S:7](Cl)(=[O:9])=[O:8])=[CH:3][CH:2]=1.C1(C)C=CC=CC=1.[OH-].[Na+].[CH2:21]([C:23]1([CH2:27][OH:28])[CH2:26][O:25][CH2:24]1)[CH3:22]. Product: [CH2:21]([C:23]1([CH2:27][O:28][S:7]([C:4]2[CH:5]=[CH:6][C:1]([CH3:11])=[CH:2][CH:3]=2)(=[O:9])=[O:8])[CH2:26][O:25][CH2:24]1)[CH3:22]. The catalyst class is: 786. (10) Reactant: [OH:1][C:2]1[CH:7]=[CH:6][C:5]([CH2:8][C:9](OCC)=O)=[CH:4][CH:3]=1.[N:14]1([S:20]([C:23]2[CH:28]=[CH:27][C:26]([NH:29][C:30](=[S:33])[NH:31][NH2:32])=[CH:25][CH:24]=2)(=[O:22])=[O:21])[CH2:19][CH2:18][CH2:17][CH2:16][CH2:15]1.C[O-].[Na+]. Product: [OH:1][C:2]1[CH:3]=[CH:4][C:5]([CH2:8][C:9]2[N:29]([C:26]3[CH:27]=[CH:28][C:23]([S:20]([N:14]4[CH2:19][CH2:18][CH2:17][CH2:16][CH2:15]4)(=[O:21])=[O:22])=[CH:24][CH:25]=3)[C:30](=[S:33])[NH:31][N:32]=2)=[CH:6][CH:7]=1. The catalyst class is: 5.